This data is from Forward reaction prediction with 1.9M reactions from USPTO patents (1976-2016). The task is: Predict the product of the given reaction. (1) Given the reactants [O:1]=[C:2]1[CH:13]2[C:14]3[N:6]([CH:7]=[CH:8][C:9]=3[CH2:10][CH2:11][C@@H:12]2[NH:15][C:16](=[O:19])[O:17][CH3:18])[CH2:5][C@@H:4]([C:20]2[NH:21][C:22]([C:25]3[CH:30]=[CH:29][C:28]([C:31]4[CH:36]=[CH:35][C:34]([C:37]5[NH:41][C:40]([C@@H:42]6[CH2:46][CH2:45][CH2:44][NH:43]6)=[N:39][N:38]=5)=[CH:33][CH:32]=4)=[CH:27][CH:26]=3)=[CH:23][N:24]=2)[CH2:3]1.[CH3:47][O:48][C:49]([NH:51][C@@H:52]([CH:56]([CH3:58])[CH3:57])[C:53](O)=[O:54])=[O:50].CCN(C(C)C)C(C)C.CN(C(ON1N=NC2C=CC=NC1=2)=[N+](C)C)C.F[P-](F)(F)(F)(F)F, predict the reaction product. The product is: [CH3:18][O:17][C:16](=[O:19])[NH:15][C@@H:12]1[CH:13]2[C:2](=[O:1])[CH2:3][C@H:4]([C:20]3[NH:21][C:22]([C:25]4[CH:26]=[CH:27][C:28]([C:31]5[CH:36]=[CH:35][C:34]([C:37]6[NH:41][C:40]([C@@H:42]7[CH2:46][CH2:45][CH2:44][N:43]7[C:53](=[O:54])[C@@H:52]([NH:51][C:49]([O:48][CH3:47])=[O:50])[CH:56]([CH3:58])[CH3:57])=[N:39][N:38]=6)=[CH:33][CH:32]=5)=[CH:29][CH:30]=4)=[CH:23][N:24]=3)[CH2:5][N:6]3[C:14]2=[C:9]([CH:8]=[CH:7]3)[CH2:10][CH2:11]1. (2) The product is: [CH2:1]([O:3][C:4](=[O:15])[CH2:5][CH2:6][C:7]1[CH:12]=[CH:11][C:10]([CH2:13][Cl:27])=[CH:9][CH:8]=1)[CH3:2]. Given the reactants [CH2:1]([O:3][C:4](=[O:15])[CH2:5][CH2:6][C:7]1[CH:12]=[CH:11][C:10]([CH2:13]O)=[CH:9][CH:8]=1)[CH3:2].C(N(CC)CC)C.S([Cl:27])(C)(=O)=O, predict the reaction product. (3) Given the reactants [CH2:1]([NH:8][C:9](=[O:18])[C:10]1[CH:15]=[CH:14][C:13]([Br:16])=[CH:12][C:11]=1[NH2:17])[C:2]1[CH:7]=[CH:6][CH:5]=[CH:4][CH:3]=1.[CH:19](O)=O, predict the reaction product. The product is: [CH2:1]([N:8]1[C:9](=[O:18])[C:10]2[C:11](=[CH:12][C:13]([Br:16])=[CH:14][CH:15]=2)[N:17]=[CH:19]1)[C:2]1[CH:3]=[CH:4][CH:5]=[CH:6][CH:7]=1.